This data is from NCI-60 drug combinations with 297,098 pairs across 59 cell lines. The task is: Regression. Given two drug SMILES strings and cell line genomic features, predict the synergy score measuring deviation from expected non-interaction effect. (1) Drug 1: CC1=C2C(C(=O)C3(C(CC4C(C3C(C(C2(C)C)(CC1OC(=O)C(C(C5=CC=CC=C5)NC(=O)OC(C)(C)C)O)O)OC(=O)C6=CC=CC=C6)(CO4)OC(=O)C)OC)C)OC. Drug 2: CCCS(=O)(=O)NC1=C(C(=C(C=C1)F)C(=O)C2=CNC3=C2C=C(C=N3)C4=CC=C(C=C4)Cl)F. Cell line: TK-10. Synergy scores: CSS=48.2, Synergy_ZIP=2.27, Synergy_Bliss=2.49, Synergy_Loewe=-13.6, Synergy_HSA=4.62. (2) Drug 1: CC1C(C(CC(O1)OC2CC(CC3=C2C(=C4C(=C3O)C(=O)C5=C(C4=O)C(=CC=C5)OC)O)(C(=O)C)O)N)O.Cl. Drug 2: C1CCC(CC1)NC(=O)N(CCCl)N=O. Cell line: SR. Synergy scores: CSS=87.2, Synergy_ZIP=6.18, Synergy_Bliss=6.26, Synergy_Loewe=6.54, Synergy_HSA=9.27.